Dataset: Orexin1 receptor HTS with 218,158 compounds and 233 confirmed actives. Task: Binary Classification. Given a drug SMILES string, predict its activity (active/inactive) in a high-throughput screening assay against a specified biological target. (1) The compound is S(=O)(=O)(N1CCOCC1)c1cc(CC(Oc2ccc(C(C)(C)C)cc2)=O)ccc1OC. The result is 0 (inactive). (2) The drug is s1c2c(CCCC2)c(c1Nc1sc2c(n1)ccc(OC)c2)C(=O)N. The result is 0 (inactive). (3) The drug is Clc1nc2n(c1C(=O)Nc1ccc(F)cc1)cccc2. The result is 0 (inactive). (4) The molecule is O(C=1C(=O)/C(=C\NNc2nc(/[nH]c(c2)C)=C2/C(=O)C=CC=C2)C=CC1)C. The result is 1 (active). (5) The drug is FC(F)Oc1ccc(c2c3c(n(c(=O)n(c3=O)C)C)nc(c2)c2ccccc2)cc1. The result is 0 (inactive).